From a dataset of Full USPTO retrosynthesis dataset with 1.9M reactions from patents (1976-2016). Predict the reactants needed to synthesize the given product. (1) Given the product [F:1][C:2]1[CH:7]=[CH:6][C:5]([C:8]2[C:12]([C:13]3[CH:18]=[CH:17][C:16](=[O:19])[N:15]([C:20]4[CH:25]=[CH:24][CH:23]=[CH:22][C:21]=4[CH3:26])[N:14]=3)=[C:11]3[N:27]([CH2:28][CH2:29][C:30]([O:32][C:33]([CH3:35])([CH3:34])[CH3:36])=[O:31])[CH2:37][CH2:38][CH2:39][N:10]3[N:9]=2)=[CH:4][CH:3]=1, predict the reactants needed to synthesize it. The reactants are: [F:1][C:2]1[CH:7]=[CH:6][C:5]([C:8]2[C:12]([C:13]3[CH:18]=[CH:17][C:16](=[O:19])[N:15]([C:20]4[CH:25]=[CH:24][CH:23]=[CH:22][C:21]=4[CH3:26])[N:14]=3)=[C:11]([N:27]([CH2:37][CH2:38][CH2:39]O)[CH2:28][CH2:29][C:30]([O:32][C:33]([CH3:36])([CH3:35])[CH3:34])=[O:31])[NH:10][N:9]=2)=[CH:4][CH:3]=1.C1(P(C2C=CC=CC=2)C2C=CC=CC=2)C=CC=CC=1.N(C(OCC)=O)=NC(OCC)=O. (2) Given the product [F:20][C:11]1[CH:12]=[C:13]([C:16]([OH:19])([CH3:17])[CH3:18])[CH:14]=[CH:15][C:10]=1[C:4]1[S:3][C:2]([NH:1][C:22]2[CH:23]=[CH:24][CH:25]=[C:26]([O:28][CH2:29][CH2:30][OH:31])[N:27]=2)=[C:6]([C:7]([NH2:9])=[O:8])[CH:5]=1, predict the reactants needed to synthesize it. The reactants are: [NH2:1][C:2]1[S:3][C:4]([C:10]2[CH:15]=[CH:14][C:13]([C:16]([OH:19])([CH3:18])[CH3:17])=[CH:12][C:11]=2[F:20])=[CH:5][C:6]=1[C:7]([NH2:9])=[O:8].Br[C:22]1[N:27]=[C:26]([O:28][CH2:29][CH2:30][OH:31])[CH:25]=[CH:24][CH:23]=1. (3) Given the product [F:35][C:36]1[CH:37]=[C:38]([CH:42]=[CH:43][C:44]=1[OH:45])[C:39]([NH:3][CH2:4][CH2:5][CH2:6][CH2:7][CH2:8][CH2:9][CH2:10][CH2:11][CH2:12][N:13]1[CH2:18][CH2:17][CH:16]([O:19][C:20](=[O:34])[NH:21][C:22]2[CH:27]=[CH:26][CH:25]=[CH:24][C:23]=2[C:28]2[CH:33]=[CH:32][CH:31]=[CH:30][CH:29]=2)[CH2:15][CH2:14]1)=[O:40], predict the reactants needed to synthesize it. The reactants are: Cl.Cl.[NH2:3][CH2:4][CH2:5][CH2:6][CH2:7][CH2:8][CH2:9][CH2:10][CH2:11][CH2:12][N:13]1[CH2:18][CH2:17][CH:16]([O:19][C:20](=[O:34])[NH:21][C:22]2[CH:27]=[CH:26][CH:25]=[CH:24][C:23]=2[C:28]2[CH:33]=[CH:32][CH:31]=[CH:30][CH:29]=2)[CH2:15][CH2:14]1.[F:35][C:36]1[CH:37]=[C:38]([CH:42]=[CH:43][C:44]=1[OH:45])[C:39](O)=[O:40]. (4) The reactants are: I[C:2]1[CH:11]=[CH:10][C:5]([C:6]([O:8][CH3:9])=[O:7])=[CH:4][CH:3]=1.[CH3:12][N:13]([CH3:17])[CH2:14][CH2:15][NH2:16].C(=O)([O-])[O-].[Cs+].[Cs+].C(C1CCCCC1=O)(=O)C. Given the product [CH3:12][N:13]([CH3:17])[CH2:14][CH2:15][NH:16][C:2]1[CH:11]=[CH:10][C:5]([C:6]([O:8][CH3:9])=[O:7])=[CH:4][CH:3]=1, predict the reactants needed to synthesize it.